Dataset: NCI-60 drug combinations with 297,098 pairs across 59 cell lines. Task: Regression. Given two drug SMILES strings and cell line genomic features, predict the synergy score measuring deviation from expected non-interaction effect. (1) Drug 1: COC1=CC(=CC(=C1O)OC)C2C3C(COC3=O)C(C4=CC5=C(C=C24)OCO5)OC6C(C(C7C(O6)COC(O7)C8=CC=CS8)O)O. Drug 2: CN1C(=O)N2C=NC(=C2N=N1)C(=O)N. Cell line: U251. Synergy scores: CSS=53.4, Synergy_ZIP=8.96, Synergy_Bliss=8.27, Synergy_Loewe=-0.430, Synergy_HSA=10.1. (2) Drug 1: C1C(C(OC1N2C=NC3=C2NC=NCC3O)CO)O. Drug 2: CCC1(C2=C(COC1=O)C(=O)N3CC4=CC5=C(C=CC(=C5CN(C)C)O)N=C4C3=C2)O.Cl. Cell line: UACC62. Synergy scores: CSS=45.9, Synergy_ZIP=-2.68, Synergy_Bliss=-4.14, Synergy_Loewe=-48.5, Synergy_HSA=-4.72. (3) Drug 1: C1=CN(C(=O)N=C1N)C2C(C(C(O2)CO)O)O.Cl. Drug 2: CCC1=C2CN3C(=CC4=C(C3=O)COC(=O)C4(CC)O)C2=NC5=C1C=C(C=C5)O. Cell line: M14. Synergy scores: CSS=52.8, Synergy_ZIP=5.35, Synergy_Bliss=4.69, Synergy_Loewe=-3.82, Synergy_HSA=6.11. (4) Drug 1: CNC(=O)C1=NC=CC(=C1)OC2=CC=C(C=C2)NC(=O)NC3=CC(=C(C=C3)Cl)C(F)(F)F. Drug 2: COC1=C2C(=CC3=C1OC=C3)C=CC(=O)O2. Cell line: OVCAR-5. Synergy scores: CSS=4.81, Synergy_ZIP=-1.34, Synergy_Bliss=2.45, Synergy_Loewe=0.589, Synergy_HSA=2.45. (5) Drug 1: CN1C(=O)N2C=NC(=C2N=N1)C(=O)N. Drug 2: CC1=C(C=C(C=C1)NC(=O)C2=CC=C(C=C2)CN3CCN(CC3)C)NC4=NC=CC(=N4)C5=CN=CC=C5. Cell line: LOX IMVI. Synergy scores: CSS=0.931, Synergy_ZIP=0.518, Synergy_Bliss=0.692, Synergy_Loewe=-4.61, Synergy_HSA=-2.26. (6) Drug 1: CCCS(=O)(=O)NC1=C(C(=C(C=C1)F)C(=O)C2=CNC3=C2C=C(C=N3)C4=CC=C(C=C4)Cl)F. Drug 2: CC1=C(C=C(C=C1)NC(=O)C2=CC=C(C=C2)CN3CCN(CC3)C)NC4=NC=CC(=N4)C5=CN=CC=C5. Cell line: SK-MEL-2. Synergy scores: CSS=4.62, Synergy_ZIP=1.74, Synergy_Bliss=-1.65, Synergy_Loewe=-5.34, Synergy_HSA=-5.10. (7) Cell line: RPMI-8226. Drug 1: CN1C(=O)N2C=NC(=C2N=N1)C(=O)N. Synergy scores: CSS=33.5, Synergy_ZIP=-5.60, Synergy_Bliss=-11.3, Synergy_Loewe=-31.1, Synergy_HSA=-9.29. Drug 2: CC1C(C(CC(O1)OC2CC(CC3=C2C(=C4C(=C3O)C(=O)C5=C(C4=O)C(=CC=C5)OC)O)(C(=O)CO)O)N)O.Cl.